Dataset: NCI-60 drug combinations with 297,098 pairs across 59 cell lines. Task: Regression. Given two drug SMILES strings and cell line genomic features, predict the synergy score measuring deviation from expected non-interaction effect. Drug 1: CC=C1C(=O)NC(C(=O)OC2CC(=O)NC(C(=O)NC(CSSCCC=C2)C(=O)N1)C(C)C)C(C)C. Drug 2: CCC1=C2CN3C(=CC4=C(C3=O)COC(=O)C4(CC)O)C2=NC5=C1C=C(C=C5)O. Cell line: OVCAR3. Synergy scores: CSS=61.2, Synergy_ZIP=2.37, Synergy_Bliss=1.45, Synergy_Loewe=-6.70, Synergy_HSA=2.79.